Dataset: Reaction yield outcomes from USPTO patents with 853,638 reactions. Task: Predict the reaction yield, written as a fraction of the theoretical maximum amount of product (1.0 means a 100% yield; for example, 0.34 means a 34% yield). The reactants are [CH3:1][C:2]1[N:6]2[N:7]=[C:8](/[CH:11]=[CH:12]/[C:13]3[N:17]([CH3:18])[N:16]=[C:15]([N:19]4[CH2:23][CH2:22][CH2:21][CH2:20]4)[N:14]=3)[CH:9]=[CH:10][C:5]2=[N:4][C:3]=1[C:24]#[N:25]. The catalyst is [Pd].CC([O-])=O.CC([O-])=O.[Pb+2].C(O)C. The product is [CH3:1][C:2]1[N:6]2[N:7]=[C:8]([CH2:11][CH2:12][C:13]3[N:17]([CH3:18])[N:16]=[C:15]([N:19]4[CH2:23][CH2:22][CH2:21][CH2:20]4)[N:14]=3)[CH:9]=[CH:10][C:5]2=[N:4][C:3]=1[C:24]#[N:25]. The yield is 0.0500.